Dataset: Forward reaction prediction with 1.9M reactions from USPTO patents (1976-2016). Task: Predict the product of the given reaction. (1) Given the reactants [Cl:1][C:2]1[C:25]([O:26][CH3:27])=[CH:24][C:5]2[S:6][C:7]3[C:18](=[O:19])[N:17]([NH:20]C(=O)C)[C:11]4([CH2:16][CH2:15][O:14][CH2:13][CH2:12]4)[CH2:10][C:8]=3[NH:9][C:4]=2[CH:3]=1.Cl, predict the reaction product. The product is: [NH2:20][N:17]1[C:11]2([CH2:16][CH2:15][O:14][CH2:13][CH2:12]2)[CH2:10][C:8]2[NH:9][C:4]3[CH:3]=[C:2]([Cl:1])[C:25]([O:26][CH3:27])=[CH:24][C:5]=3[S:6][C:7]=2[C:18]1=[O:19]. (2) Given the reactants [CH2:1]([N:3]1[C:7](=[O:8])[CH:6]=[CH:5][C:4]1=[O:9])[CH3:2].[NH:10]=[N+:11]=[N-:12].C1(=O)NC(=O)C=C1, predict the reaction product. The product is: [N:10]([CH:5]1[CH2:6][C:7](=[O:8])[N:3]([CH2:1][CH3:2])[C:4]1=[O:9])=[N+:11]=[N-:12]. (3) Given the reactants [CH2:1]([O:3][CH:4]([O:6][C@@H:7]1[CH2:15][C@@H:10]2[O:11][CH:12]([OH:14])[CH2:13][C@@H:9]2[C@H:8]1[CH2:16][CH2:17][C@@H:18]([O:27][CH:28]([O:30][CH2:31][CH3:32])[CH3:29])[CH2:19][CH2:20][C:21]1[CH:26]=[CH:25][CH:24]=[CH:23][CH:22]=1)[CH3:5])[CH3:2].[OH2:33].C(O[CH2:38][CH3:39])(=O)C.[CH2:40](O)[C:41](N)(CO)[CH2:42]O, predict the reaction product. The product is: [CH2:1]([O:3][CH:4]([O:6][C@@H:7]1[CH2:15][C@H:10]([OH:11])[C@@H:9]([C@@H:13]([CH2:40][CH2:41][CH:42]=[CH:38][CH3:39])[C:12]([OH:33])=[O:14])[CH:8]1[CH2:16][CH2:17][C@@H:18]([O:27][CH:28]([O:30][CH2:31][CH3:32])[CH3:29])[CH2:19][CH2:20][C:21]1[CH:22]=[CH:23][CH:24]=[CH:25][CH:26]=1)[CH3:5])[CH3:2]. (4) Given the reactants [Cl:1][C:2]1[CH:8]=[C:7]([O:9][C:10]2[C:19]3[C:14](=[CH:15][C:16]([O:22][CH3:23])=[C:17]([O:20][CH3:21])[CH:18]=3)[N:13]=[CH:12][N:11]=2)[CH:6]=[CH:5][C:3]=1[NH2:4].C(N(CC)CC)C.ClC(Cl)(O[C:35](=[O:41])OC(Cl)(Cl)Cl)Cl.[NH2:43][C:44]1[S:45][CH:46]=[C:47]([CH3:49])[N:48]=1, predict the reaction product. The product is: [Cl:1][C:2]1[CH:8]=[C:7]([O:9][C:10]2[C:19]3[C:14](=[CH:15][C:16]([O:22][CH3:23])=[C:17]([O:20][CH3:21])[CH:18]=3)[N:13]=[CH:12][N:11]=2)[CH:6]=[CH:5][C:3]=1[NH:4][C:35]([NH:43][C:44]1[S:45][CH:46]=[C:47]([CH3:49])[N:48]=1)=[O:41]. (5) The product is: [CH3:1][O:2][C:3]1[CH:8]=[CH:7][CH:6]=[CH:5][C:4]=1[CH2:9][CH2:10][CH2:11][OH:12]. Given the reactants [CH3:1][O:2][C:3]1[CH:8]=[CH:7][CH:6]=[CH:5][C:4]=1[CH2:9][CH2:10][C:11](O)=[O:12].CO, predict the reaction product.